Dataset: Full USPTO retrosynthesis dataset with 1.9M reactions from patents (1976-2016). Task: Predict the reactants needed to synthesize the given product. (1) Given the product [C:1]([O:5][C:6](=[O:34])[NH:7][C:8](=[O:33])[NH:9][CH2:10][CH2:11][O:12][NH:13][C:14]([C@@H:16]1[CH2:22][CH2:21][C@@H:20]2[CH2:23][N:17]1[C:18](=[O:32])[N:19]2[OH:24])=[O:15])([CH3:4])([CH3:2])[CH3:3], predict the reactants needed to synthesize it. The reactants are: [C:1]([O:5][C:6](=[O:34])[NH:7][C:8](=[O:33])[NH:9][CH2:10][CH2:11][O:12][NH:13][C:14]([C@@H:16]1[CH2:22][CH2:21][C@@H:20]2[CH2:23][N:17]1[C:18](=[O:32])[N:19]2[O:24]CC1C=CC=CC=1)=[O:15])([CH3:4])([CH3:3])[CH3:2]. (2) Given the product [OH:17][CH2:16][CH2:15][O:3][C:4]1[CH:12]=[CH:11][C:7]([C:8]([OH:10])=[O:9])=[CH:6][CH:5]=1, predict the reactants needed to synthesize it. The reactants are: [OH-].[K+].[OH:3][C:4]1[CH:12]=[CH:11][C:7]([C:8]([OH:10])=[O:9])=[CH:6][CH:5]=1.[I-].[K+].[CH2:15](Cl)[CH2:16][OH:17].Cl. (3) Given the product [CH:34]1[C:33]2[C:38](=[CH:39][CH:40]=[CH:41][CH:32]=2)[CH:37]=[CH:36][C:35]=1[C:57]1[CH:62]=[CH:61][C:60]([C:9]2[CH:8]=[C:7]3[C:12]([C:13]4[CH:14]=[CH:15][C:2]([B:47]([OH:48])[OH:46])=[CH:3][C:4]=4[CH:5]=[CH:6]3)=[CH:11][CH:10]=2)=[CH:59][CH:58]=1, predict the reactants needed to synthesize it. The reactants are: Br[C:2]1[CH:15]=[CH:14][C:13]2[C:12]3[C:7](=[CH:8][C:9](C4C=CC(C5C=CC6C(=CC=CC=6)C=5)=CC=4)=[CH:10][CH:11]=3)[CH:6]=[CH:5][C:4]=2[CH:3]=1.[CH3:32][CH2:33][CH2:34][CH2:35][CH2:36][CH3:37].[CH2:38]([Li])[CH2:39][CH2:40][CH3:41].C([O:46][B:47](OC(C)C)[O:48]C(C)C)(C)C.Cl.[C:57]1(C)[CH:62]=[CH:61][CH:60]=[CH:59][CH:58]=1. (4) Given the product [C:1]([O:5][C:6](=[O:48])[NH:7][C@H:8]([C@@H:29]1[O:33][C:32](=[O:34])[N:31]([C:35]2([C:38]3[CH:43]=[CH:42][CH:41]=[C:40]([C:44]([CH3:47])([CH3:46])[CH3:45])[CH:39]=3)[CH2:37][CH2:36]2)[CH2:30]1)[CH2:9][C:10]1[CH:15]=[CH:14][C:13]([NH:16]/[C:17](/[SH:58])=[CH:18]/[C:19]([C:21]2[CH:26]=[CH:25][C:24]([F:27])=[CH:23][CH:22]=2)=[O:20])=[CH:12][CH:11]=1)([CH3:4])([CH3:3])[CH3:2], predict the reactants needed to synthesize it. The reactants are: [C:1]([O:5][C:6](=[O:48])[NH:7][C@H:8]([C@@H:29]1[O:33][C:32](=[O:34])[N:31]([C:35]2([C:38]3[CH:43]=[CH:42][CH:41]=[C:40]([C:44]([CH3:47])([CH3:46])[CH3:45])[CH:39]=3)[CH2:37][CH2:36]2)[CH2:30]1)[CH2:9][C:10]1[CH:15]=[CH:14][C:13]([NH:16][C:17](=O)[CH2:18][C:19]([C:21]2[CH:26]=[CH:25][C:24]([F:27])=[CH:23][CH:22]=2)=[O:20])=[CH:12][CH:11]=1)([CH3:4])([CH3:3])[CH3:2].COC1C=CC(P2(SP(C3C=CC(OC)=CC=3)(=S)S2)=[S:58])=CC=1. (5) Given the product [Cl:2][C:3]1[CH:8]=[CH:7][C:6]([S:9]([C:12]2([C:18]3[CH:23]=[C:22]([F:24])[CH:21]=[CH:20][C:19]=3[F:25])[CH2:17][CH2:16][N:15]([C:33](=[O:35])[CH3:34])[CH2:14][CH2:13]2)(=[O:10])=[O:11])=[CH:5][CH:4]=1, predict the reactants needed to synthesize it. The reactants are: Cl.[Cl:2][C:3]1[CH:8]=[CH:7][C:6]([S:9]([C:12]2([C:18]3[CH:23]=[C:22]([F:24])[CH:21]=[CH:20][C:19]=3[F:25])[CH2:17][CH2:16][NH:15][CH2:14][CH2:13]2)(=[O:11])=[O:10])=[CH:5][CH:4]=1.C(N(CC)CC)C.[C:33](Cl)(=[O:35])[CH3:34].C(=O)(O)[O-].[Na+]. (6) Given the product [CH3:1][O:2][C:3]([C:5]1[C:13]2[C:8](=[CH:9][CH:10]=[C:11]([CH:15]=[O:16])[CH:12]=2)[NH:7][N:6]=1)=[O:4], predict the reactants needed to synthesize it. The reactants are: [CH3:1][O:2][C:3]([C:5]1[C:13]2[C:8](=[CH:9][CH:10]=[C:11](Br)[CH:12]=2)[NH:7][N:6]=1)=[O:4].[CH:15](O[Na])=[O:16]. (7) The reactants are: [F:1][C:2]1[CH:3]=[CH:4][CH:5]=[C:6]2[C:16]=1[C:10]1([CH2:15][CH2:14][O:13][CH2:12][CH2:11]1)[C:9](=[O:17])[C:8]([C:18](OCC)=[O:19])=[C:7]2[OH:23].Cl.[NH2:25][CH2:26][C:27]([O:29][C:30]([CH3:33])([CH3:32])[CH3:31])=[O:28].C(N(C(C)C)C(C)C)C. Given the product [F:1][C:2]1[CH:3]=[CH:4][CH:5]=[C:6]2[C:16]=1[C:10]1([CH2:15][CH2:14][O:13][CH2:12][CH2:11]1)[C:9](=[O:17])[C:8]([C:18]([NH:25][CH2:26][C:27]([O:29][C:30]([CH3:33])([CH3:32])[CH3:31])=[O:28])=[O:19])=[C:7]2[OH:23], predict the reactants needed to synthesize it. (8) The reactants are: Cl[C:2]1[CH:7]=[CH:6][N:5]2[N:8]=[CH:9][C:10]([CH:11]=[O:12])=[C:4]2[N:3]=1.[O:13]1[CH2:18][CH2:17][N:16]([CH2:19][C:20]2[CH:21]=[C:22]([CH:24]=[CH:25][CH:26]=2)[NH2:23])[CH2:15][CH2:14]1.O. Given the product [O:13]1[CH2:14][CH2:15][N:16]([CH2:19][C:20]2[CH:21]=[C:22]([NH:23][C:2]3[CH:7]=[CH:6][N:5]4[N:8]=[CH:9][C:10]([CH:11]=[O:12])=[C:4]4[N:3]=3)[CH:24]=[CH:25][CH:26]=2)[CH2:17][CH2:18]1, predict the reactants needed to synthesize it. (9) The reactants are: [C:1]([N:5]1[CH:9]=[C:8]([CH2:10][CH2:11][CH2:12][CH3:13])[C:7](=[NH:14])[S:6]1)([CH3:4])([CH3:3])[CH3:2].[Cl:15][C:16]1[CH:21]=[C:20]([F:22])[CH:19]=[CH:18][C:17]=1[C:23]1([C:29](O)=[O:30])[CH2:28][CH2:27][CH2:26][CH2:25][CH2:24]1. Given the product [CH2:10]([C:8]1=[CH:9][N:5]([C:1]([CH3:4])([CH3:3])[CH3:2])[S:6]/[C:7]/1=[N:14]\[C:29]([C:23]1([C:17]2[CH:18]=[CH:19][C:20]([F:22])=[CH:21][C:16]=2[Cl:15])[CH2:24][CH2:25][CH2:26][CH2:27][CH2:28]1)=[O:30])[CH2:11][CH2:12][CH3:13], predict the reactants needed to synthesize it. (10) Given the product [CH3:18][NH:17][CH:15]1[CH2:14][N:13]([C:7]2[C:8]3[N:9]([CH:10]=[N:11][N:12]=3)[C:4]3[CH:3]=[C:2]([NH2:1])[CH:27]=[N:26][C:5]=3[N:6]=2)[CH2:16]1, predict the reactants needed to synthesize it. The reactants are: [NH2:1][C:2]1[CH:27]=[N:26][C:5]2[N:6]=[C:7]([N:13]3[CH2:16][CH:15]([N:17](C)[C:18](=O)OC(C)(C)C)[CH2:14]3)[C:8]3[N:9]([CH:10]=[N:11][N:12]=3)[C:4]=2[CH:3]=1.C(O)(C(F)(F)F)=O.